From a dataset of Catalyst prediction with 721,799 reactions and 888 catalyst types from USPTO. Predict which catalyst facilitates the given reaction. (1) Reactant: [C:1]([N:4]1[CH2:9][CH2:8][N:7]2[N:10]=[C:11]([NH:13][C:14]3[C:15](=[O:30])[N:16]([CH3:29])[CH:17]=[C:18](B4OC(C)(C)C(C)(C)O4)[CH:19]=3)[CH:12]=[C:6]2[CH2:5]1)(=[O:3])[CH3:2].Cl[C:32]1[CH:37]=[CH:36][N:35]=[C:34]([N:38]2[CH2:49][CH2:48][C:47]3[C:46]4[CH2:45][C:44]([CH3:51])([CH3:50])[CH2:43][C:42]=4[S:41][C:40]=3[C:39]2=[O:52])[C:33]=1[CH:53]=[O:54].[O-]P([O-])([O-])=O.[K+].[K+].[K+].C([O-])(=O)C.[Na+]. Product: [C:1]([N:4]1[CH2:9][CH2:8][N:7]2[N:10]=[C:11]([NH:13][C:14]3[C:15](=[O:30])[N:16]([CH3:29])[CH:17]=[C:18]([C:32]4[CH:37]=[CH:36][N:35]=[C:34]([N:38]5[CH2:49][CH2:48][C:47]6[C:46]7[CH2:45][C:44]([CH3:50])([CH3:51])[CH2:43][C:42]=7[S:41][C:40]=6[C:39]5=[O:52])[C:33]=4[CH:53]=[O:54])[CH:19]=3)[CH:12]=[C:6]2[CH2:5]1)(=[O:3])[CH3:2]. The catalyst class is: 543. (2) Reactant: [CH3:1][O:2][C:3](=[O:14])[CH2:4][O:5][C:6]1[CH:11]=[CH:10][C:9]([Cl:12])=[C:8]([NH2:13])[CH:7]=1.C([O:17][C:18](=O)[CH:19]([CH2:23][C:24]1[CH:29]=[CH:28][C:27]([F:30])=[CH:26][CH:25]=1)[C:20](=O)[CH3:21])C. Product: [CH3:1][O:2][C:3](=[O:14])[CH2:4][O:5][C:6]1[CH:11]=[CH:10][C:9]([Cl:12])=[C:8]2[C:7]=1[C:20]([CH3:21])=[C:19]([CH2:23][C:24]1[CH:25]=[CH:26][C:27]([F:30])=[CH:28][CH:29]=1)[C:18](=[O:17])[NH:13]2.[CH3:1][O:2][C:3](=[O:14])[CH2:4][O:5][C:6]1[CH:11]=[CH:10][C:9]([Cl:12])=[C:8]2[C:7]=1[C:18](=[O:17])[C:19]([CH2:23][C:24]1[CH:25]=[CH:26][C:27]([F:30])=[CH:28][CH:29]=1)=[C:20]([CH3:21])[NH:13]2. The catalyst class is: 6.